Predict the product of the given reaction. From a dataset of Forward reaction prediction with 1.9M reactions from USPTO patents (1976-2016). (1) Given the reactants COC1C=CC(C[N:8]([CH2:23][C:24]2[N:25]([CH2:29][O:30][CH2:31][CH2:32][Si:33]([CH3:36])([CH3:35])[CH3:34])[CH:26]=[CH:27][N:28]=2)[CH2:9][C:10]2[N:11]([CH2:15][O:16][CH2:17][CH2:18][Si:19]([CH3:22])([CH3:21])[CH3:20])[CH:12]=[CH:13][N:14]=2)=CC=1, predict the reaction product. The product is: [CH3:20][Si:19]([CH3:22])([CH3:21])[CH2:18][CH2:17][O:16][CH2:15][N:11]1[CH:12]=[CH:13][N:14]=[C:10]1[CH2:9][NH:8][CH2:23][C:24]1[N:25]([CH2:29][O:30][CH2:31][CH2:32][Si:33]([CH3:36])([CH3:35])[CH3:34])[CH:26]=[CH:27][N:28]=1. (2) Given the reactants [NH2:1][C:2]1[CH:7]=[CH:6][C:5]([S:8][CH2:9][C:10]2[CH:15]=[CH:14][CH:13]=[CH:12][CH:11]=2)=[CH:4][C:3]=1/[CH:16]=[CH:17]/[C:18]([O:20][CH2:21][CH3:22])=[O:19].[Br:23][C:24]1[CH:29]=[C:28]([CH3:30])[C:27](I)=[CH:26][C:25]=1[F:32].C(=O)([O-])[O-].[Cs+].[Cs+], predict the reaction product. The product is: [CH2:9]([S:8][C:5]1[CH:6]=[CH:7][C:2]([NH:1][C:27]2[CH:26]=[C:25]([F:32])[C:24]([Br:23])=[CH:29][C:28]=2[CH3:30])=[C:3](/[CH:16]=[CH:17]/[C:18]([O:20][CH2:21][CH3:22])=[O:19])[CH:4]=1)[C:10]1[CH:15]=[CH:14][CH:13]=[CH:12][CH:11]=1. (3) Given the reactants [CH2:1]([NH:13][C:14]([C:16]1[CH:17]=[CH:18][CH:19]=[C:20]2[C:24]=1[NH:23][C:22](=[O:25])[C:21]2=O)=[O:15])[CH2:2][CH2:3][CH2:4][CH2:5][CH2:6][CH2:7][CH2:8][CH2:9][CH2:10][CH2:11][CH3:12].[OH:27][C:28]1[CH:37]=[CH:36][C:31]([C:32]([NH:34][NH2:35])=[O:33])=[CH:30][CH:29]=1, predict the reaction product. The product is: [CH2:1]([NH:13][C:14]([C:16]1[CH:17]=[CH:18][CH:19]=[C:20]2[C:24]=1[NH:23][C:22](=[O:25])[C:21]2=[N:35][NH:34][C:32](=[O:33])[C:31]1[CH:36]=[CH:37][C:28]([OH:27])=[CH:29][CH:30]=1)=[O:15])[CH2:2][CH2:3][CH2:4][CH2:5][CH2:6][CH2:7][CH2:8][CH2:9][CH2:10][CH2:11][CH3:12]. (4) Given the reactants [F:1][C:2]1[CH:3]=[CH:4][C:5]([N+:16]([O-])=O)=[C:6]([NH:8][C:9]2[S:10][CH:11]=[CH:12][C:13]=2[C:14]#[N:15])[CH:7]=1.O.O.[Sn](Cl)[Cl:22], predict the reaction product. The product is: [ClH:22].[F:1][C:2]1[CH:3]=[CH:4][C:5]2[N:16]=[C:14]([NH2:15])[C:13]3[CH:12]=[CH:11][S:10][C:9]=3[NH:8][C:6]=2[CH:7]=1. (5) Given the reactants [Br:1][C:2]1[CH:3]=[CH:4][C:5]([C:9]([OH:11])=[O:10])=[N:6][C:7]=1Cl.[CH3:12][CH:13]([SH:15])[CH3:14], predict the reaction product. The product is: [Br:1][C:2]1[CH:3]=[CH:4][C:5]([C:9]([OH:11])=[O:10])=[N:6][C:7]=1[S:15][CH:13]([CH3:14])[CH3:12]. (6) Given the reactants [CH3:1][N:2]1[CH:6]=[N:5][CH:4]=[N:3]1.C1COCC1.[Li]CCCC.Br[C:18]1[S:22][C:21]([C:23]2[N:27]3[N:28]=[C:29]([CH3:37])[CH:30]=[C:31]([CH:32]([CH2:35][CH3:36])[CH2:33][CH3:34])[C:26]3=[N:25][C:24]=2[CH3:38])=[C:20]([CH3:39])[C:19]=1[CH3:40], predict the reaction product. The product is: [CH3:39][C:20]1[C:19]([CH3:40])=[C:18]([C:6]2[N:2]([CH3:1])[N:3]=[CH:4][N:5]=2)[S:22][C:21]=1[C:23]1[N:27]2[N:28]=[C:29]([CH3:37])[CH:30]=[C:31]([CH:32]([CH2:33][CH3:34])[CH2:35][CH3:36])[C:26]2=[N:25][C:24]=1[CH3:38].